From a dataset of Tyrosyl-DNA phosphodiesterase HTS with 341,365 compounds. Binary Classification. Given a drug SMILES string, predict its activity (active/inactive) in a high-throughput screening assay against a specified biological target. (1) The compound is O(C(=O)C1CN(C(=O)C1)CCc1ccccc1)CC(=O)c1[nH]ccc1. The result is 0 (inactive). (2) The drug is S(CC(=O)N1CCOCC1)c1oc(nn1)c1c(OC)ccc(OC)c1. The result is 0 (inactive). (3) The result is 0 (inactive). The compound is P(OCC[N+](C)(C)C)(OCC(O)COCCCCCCCCCCCCCCCC)([O-])=O. (4) The compound is Clc1cc(n2c(=O)c3n(c4c(c3n(c2=O)CC(=O)N)cc(cc4)C)C)ccc1. The result is 0 (inactive). (5) The drug is OC1C2C(C3C(C1)(C(=O)CC3)C)CCc1c2ccc(O)c1. The result is 0 (inactive). (6) The drug is O=C(N1CCN(CC1)C)C12CC3(CC(C2)CC(C3)C1)c1ccc(cc1)C. The result is 0 (inactive). (7) The drug is Fc1c(C(OCCc2c(nc3n([nH]cn3)c2=O)C)=O)cccc1. The result is 0 (inactive). (8) The compound is Brc1cc2C(NC(=O)C)C(=O)N(c2cc1)Cc1ccccc1. The result is 0 (inactive). (9) The drug is S(CC1OC(OC1)(C)C)C1=C(SCC2OC(OC2)(C)C)C(=O)c2ncccc2C1=O. The result is 0 (inactive).